Dataset: Catalyst prediction with 721,799 reactions and 888 catalyst types from USPTO. Task: Predict which catalyst facilitates the given reaction. (1) Product: [C:3]([O:7][C:8]([N:10]1[CH2:15][CH2:14][N:13]([C:16]2[CH:17]=[CH:18][CH:19]=[C:20]3[C:24]=2[NH:23][CH:22]=[C:21]3[S:31][C:25]2[CH:30]=[CH:29][CH:28]=[CH:27][CH:26]=2)[CH2:12][CH2:11]1)=[O:9])([CH3:6])([CH3:4])[CH3:5]. The catalyst class is: 3. Reactant: [H-].[Na+].[C:3]([O:7][C:8]([N:10]1[CH2:15][CH2:14][N:13]([C:16]2[CH:17]=[CH:18][CH:19]=[C:20]3[C:24]=2[NH:23][CH:22]=[CH:21]3)[CH2:12][CH2:11]1)=[O:9])([CH3:6])([CH3:5])[CH3:4].[C:25]1([S:31][S:31][C:25]2[CH:30]=[CH:29][CH:28]=[CH:27][CH:26]=2)[CH:30]=[CH:29][CH:28]=[CH:27][CH:26]=1.O. (2) Reactant: [N+:1]([C:4]1[CH:16]=[CH:15][C:7]([C:8]([O:10]/[N:11]=[C:12](/[NH2:14])\[CH3:13])=O)=[CH:6][CH:5]=1)([O-:3])=[O:2].[F-].C([N+](CCCC)(CCCC)CCCC)CCC.CCOC(C)=O. Product: [CH3:13][C:12]1[N:14]=[C:8]([C:7]2[CH:15]=[CH:16][C:4]([N+:1]([O-:3])=[O:2])=[CH:5][CH:6]=2)[O:10][N:11]=1. The catalyst class is: 23.